From a dataset of Reaction yield outcomes from USPTO patents with 853,638 reactions. Predict the reaction yield, written as a fraction of the theoretical maximum amount of product (1.0 means a 100% yield; for example, 0.34 means a 34% yield). (1) The reactants are [NH2:1][CH2:2][C:3]([NH2:5])=[O:4].C[Al](C)C.[Cl:10][C:11]1[CH:21]=[C:20](/[CH:22]=[CH:23]/[CH:24]([C:29]2[CH:34]=[C:33]([Cl:35])[C:32]([Cl:36])=[C:31]([Cl:37])[CH:30]=2)[C:25]([F:28])([F:27])[F:26])[CH:19]=[CH:18][C:12]=1[C:13](OCC)=[O:14]. The catalyst is C(Cl)Cl. The product is [Cl:10][C:11]1[CH:21]=[C:20](/[CH:22]=[CH:23]/[CH:24]([C:29]2[CH:30]=[C:31]([Cl:37])[C:32]([Cl:36])=[C:33]([Cl:35])[CH:34]=2)[C:25]([F:26])([F:27])[F:28])[CH:19]=[CH:18][C:12]=1[C:13]([NH:1][CH2:2][C:3](=[O:4])[NH:5][CH2:24][C:25]([F:28])([F:27])[F:26])=[O:14]. The yield is 0.500. (2) No catalyst specified. The reactants are [NH:1]1[CH2:6][CH2:5][CH2:4][CH:3]2[CH2:7][N:8]([C:10]3[CH:19]=[CH:18][C:13]([C:14]([O:16]C)=O)=[CH:12][CH:11]=3)[CH2:9][CH:2]12.Cl.[CH3:21][O:22][C:23]1[CH:24]=[C:25]([CH2:31][O:32][C:33]2[CH:34]=[C:35]([NH2:38])[NH:36][N:37]=2)[CH:26]=[C:27]([O:29][CH3:30])[CH:28]=1.C[Al](C)C.C1(C)C=CC=CC=1. The yield is 0.305. The product is [NH:1]1[CH2:6][CH2:5][CH2:4][CH:3]2[CH2:7][N:8]([C:10]3[CH:11]=[CH:12][C:13]([C:14]([NH:38][C:35]4[NH:36][N:37]=[C:33]([O:32][CH2:31][C:25]5[CH:26]=[C:27]([O:29][CH3:30])[CH:28]=[C:23]([O:22][CH3:21])[CH:24]=5)[CH:34]=4)=[O:16])=[CH:18][CH:19]=3)[CH2:9][CH:2]12. (3) The yield is 0.690. The reactants are [O:1]1[C:5]2[CH:6]=[CH:7][C:8]([CH2:10][NH:11][CH2:12][C:13]3[C:14]([CH2:38][OH:39])=[C:15]([O:30]CC4C=CC=CC=4)[C:16]([C:19]([NH:21][O:22]CC4C=CC=CC=4)=[O:20])=[N:17][CH:18]=3)=[CH:9][C:4]=2[O:3][CH2:2]1. The product is [O:1]1[C:5]2[CH:6]=[CH:7][C:8]([CH2:10][NH:11][CH2:12][C:13]3[C:14]([CH2:38][OH:39])=[C:15]([OH:30])[C:16]([C:19]([NH:21][OH:22])=[O:20])=[N:17][CH:18]=3)=[CH:9][C:4]=2[O:3][CH2:2]1. The catalyst is [Pd].CO. (4) The reactants are Cl.C(OC([N:9]1[CH2:13][CH:12]([C:14]2[CH:19]=[C:18]([C:20]3[CH:25]=[CH:24][C:23]([O:26][CH:27]([CH3:29])[CH3:28])=[C:22]([Cl:30])[CH:21]=3)[N:17]=[CH:16][N:15]=2)[CH2:11][CH:10]1[C:31]([OH:33])=[O:32])=O)(C)(C)C. The yield is 0.380. The product is [Cl:30][C:22]1[CH:21]=[C:20]([C:18]2[N:17]=[CH:16][N:15]=[C:14]([CH:12]3[CH2:13][NH:9][CH:10]([C:31]([OH:33])=[O:32])[CH2:11]3)[CH:19]=2)[CH:25]=[CH:24][C:23]=1[O:26][CH:27]([CH3:29])[CH3:28]. The catalyst is C(OCC)C. (5) The reactants are [Br:1][C:2]1[C:3]([Cl:9])=[CH:4][C:5]([NH2:8])=[N:6][CH:7]=1.[C:10](Cl)(=[O:12])[CH3:11]. The catalyst is N1C=CC=CC=1. The product is [Br:1][C:2]1[C:3]([Cl:9])=[CH:4][C:5]([NH:8][C:10](=[O:12])[CH3:11])=[N:6][CH:7]=1. The yield is 0.950. (6) The reactants are [Cl:1][C:2]1[C:11]2[C:6](=[CH:7][C:8]([O:12][CH2:13][CH2:14][O:15][CH3:16])=[CH:9][CH:10]=2)[N:5]=[N:4][CH:3]=1.[F:17][C:18]1[CH:24]=[C:23]([CH3:25])[C:22]([OH:26])=[CH:21][C:19]=1[NH2:20].Cl. The catalyst is CC(O)CCC. The product is [ClH:1].[F:17][C:18]1[CH:24]=[C:23]([CH3:25])[C:22]([OH:26])=[CH:21][C:19]=1[NH:20][C:2]1[C:11]2[C:6](=[CH:7][C:8]([O:12][CH2:13][CH2:14][O:15][CH3:16])=[CH:9][CH:10]=2)[N:5]=[N:4][CH:3]=1. The yield is 0.840. (7) The yield is 0.960. The reactants are [CH3:1][O:2][C:3](=[O:23])[C:4]1[CH:9]=[C:8]([CH:10]=[CH2:11])[C:7]([C:12]([F:15])([F:14])[F:13])=[CH:6][C:5]=1[NH:16][C:17]([O:19][CH:20]([CH3:22])[CH3:21])=[O:18].[H][H]. The catalyst is [Pd].CO. The product is [CH3:1][O:2][C:3](=[O:23])[C:4]1[CH:9]=[C:8]([CH2:10][CH3:11])[C:7]([C:12]([F:15])([F:14])[F:13])=[CH:6][C:5]=1[NH:16][C:17]([O:19][CH:20]([CH3:22])[CH3:21])=[O:18]. (8) The reactants are [CH3:1][C:2]1[CH:7]=[C:6]([N:8]2[CH2:12][CH2:11][CH2:10][CH2:9]2)[N:5]=[C:4](/[CH:13]=[CH:14]/[C:15]2[CH:16]=[C:17]([CH:20]=[CH:21][CH:22]=2)[C:18]#[N:19])[N:3]=1.[N-:23]=[N+:24]=[N-:25].[Na+].[NH4+].[Cl-]. The catalyst is CN(C=O)C. The product is [CH3:1][C:2]1[CH:7]=[C:6]([N:8]2[CH2:9][CH2:10][CH2:11][CH2:12]2)[N:5]=[C:4](/[CH:13]=[CH:14]/[C:15]2[CH:22]=[CH:21][CH:20]=[C:17]([C:18]3[N:23]=[N:24][NH:25][N:19]=3)[CH:16]=2)[N:3]=1. The yield is 0.174.